The task is: Predict the reactants needed to synthesize the given product.. This data is from Full USPTO retrosynthesis dataset with 1.9M reactions from patents (1976-2016). (1) Given the product [C:1]([O:5][C:6]([N:8]1[CH2:13][CH2:12][CH:11]([NH:17][CH2:15][CH3:16])[CH2:10][CH2:9]1)=[O:7])([CH3:4])([CH3:3])[CH3:2], predict the reactants needed to synthesize it. The reactants are: [C:1]([O:5][C:6]([N:8]1[CH2:13][CH2:12][C:11](=O)[CH2:10][CH2:9]1)=[O:7])([CH3:4])([CH3:3])[CH3:2].[CH2:15]([NH2:17])[CH3:16].C(O)(=O)C.C(O[BH-](OC(=O)C)OC(=O)C)(=O)C.[Na+]. (2) The reactants are: [O:1]1[C:5]([C:6]2[CH:11]=[CH:10][C:9]([NH:12][C:13]3[N:14]=[C:15]([NH:30][CH2:31][CH:32]4[CH2:37][CH2:36][O:35][CH2:34][CH2:33]4)[C:16]4[CH2:22][N:21](C(OC(C)(C)C)=O)[CH2:20][CH2:19][C:17]=4[N:18]=3)=[CH:8][CH:7]=2)=[CH:4][N:3]=[CH:2]1.Cl. Given the product [O:1]1[C:5]([C:6]2[CH:7]=[CH:8][C:9]([NH:12][C:13]3[N:14]=[C:15]([NH:30][CH2:31][CH:32]4[CH2:33][CH2:34][O:35][CH2:36][CH2:37]4)[C:16]4[CH2:22][NH:21][CH2:20][CH2:19][C:17]=4[N:18]=3)=[CH:10][CH:11]=2)=[CH:4][N:3]=[CH:2]1, predict the reactants needed to synthesize it. (3) Given the product [C:1]([O:5][C:6]([N:8]1[CH2:12][CH2:11][C@@H:10]([N:13]=[N+:14]=[N-:15])[C@H:9]1[C:16](=[O:18])[NH:24][CH2:23][C:22]1[CH:25]=[CH:26][CH:27]=[C:20]([Cl:19])[C:21]=1[F:28])=[O:7])([CH3:2])([CH3:3])[CH3:4], predict the reactants needed to synthesize it. The reactants are: [C:1]([O:5][C:6]([N:8]1[CH2:12][CH2:11][C@@H:10]([N:13]=[N+:14]=[N-:15])[C@H:9]1[C:16]([OH:18])=O)=[O:7])([CH3:4])([CH3:3])[CH3:2].[Cl:19][C:20]1[C:21]([F:28])=[C:22]([CH:25]=[CH:26][CH:27]=1)[CH2:23][NH2:24].CN(C(ON1N=NC2C=CC=CC1=2)=[N+](C)C)C.F[P-](F)(F)(F)(F)F.